Dataset: Full USPTO retrosynthesis dataset with 1.9M reactions from patents (1976-2016). Task: Predict the reactants needed to synthesize the given product. Given the product [C:1]([O:5][C@@H:6]([C:12]1[C:13]([CH3:40])=[N:14][C:15]([CH3:39])=[C:16]([C:26]2[CH:31]=[CH:30][C:29]([O:32][C:33]3[CH:34]=[CH:35][CH:36]=[CH:37][CH:38]=3)=[CH:28][CH:27]=2)[C:17]=1[N:18]1[CH2:19][CH2:20][C:21]([CH3:25])([CH3:24])[CH2:22][CH2:23]1)[C:7]([OH:9])=[O:8])([CH3:4])([CH3:2])[CH3:3], predict the reactants needed to synthesize it. The reactants are: [C:1]([O:5][C@@H:6]([C:12]1[C:13]([CH3:40])=[N:14][C:15]([CH3:39])=[C:16]([C:26]2[CH:31]=[CH:30][C:29]([O:32][C:33]3[CH:38]=[CH:37][CH:36]=[CH:35][CH:34]=3)=[CH:28][CH:27]=2)[C:17]=1[N:18]1[CH2:23][CH2:22][C:21]([CH3:25])([CH3:24])[CH2:20][CH2:19]1)[C:7]([O:9]CC)=[O:8])([CH3:4])([CH3:3])[CH3:2].[Li+].[OH-].